Dataset: Catalyst prediction with 721,799 reactions and 888 catalyst types from USPTO. Task: Predict which catalyst facilitates the given reaction. (1) Reactant: [CH:1]12[O:8][CH:5]([CH2:6][CH2:7]1)[CH2:4][N:3]([C:9]1[C:14]([CH2:15]O)=[CH:13][CH:12]=[CH:11][N:10]=1)[CH2:2]2.O=S(Cl)[Cl:19]. Product: [Cl:19][CH2:15][C:14]1[C:9]([N:3]2[CH2:4][CH:5]3[O:8][CH:1]([CH2:7][CH2:6]3)[CH2:2]2)=[N:10][CH:11]=[CH:12][CH:13]=1. The catalyst class is: 4. (2) Reactant: [NH2:1][C:2]1[N:7]=[CH:6][C:5]([CH2:8][OH:9])=[CH:4][CH:3]=1.N1C=CN=C1.[C:15]([Si:19]([CH3:22])([CH3:21])Cl)([CH3:18])([CH3:17])[CH3:16]. Product: [Si:19]([O:9][CH2:8][C:5]1[CH:4]=[CH:3][C:2]([NH2:1])=[N:7][CH:6]=1)([C:15]([CH3:18])([CH3:17])[CH3:16])([CH3:22])[CH3:21]. The catalyst class is: 42.